Dataset: Full USPTO retrosynthesis dataset with 1.9M reactions from patents (1976-2016). Task: Predict the reactants needed to synthesize the given product. (1) Given the product [Cl:1][C:2]1[CH:3]=[C:4]([C@@H:9]2[O:15][CH2:14][CH2:13][N:12]([C:16]([O:18][C:19]([CH3:22])([CH3:21])[CH3:20])=[O:17])[CH2:11][C@H:10]2[CH2:23][NH:24][S:25]([CH2:28][CH2:29][O:31][CH3:30])(=[O:26])=[O:27])[CH:5]=[CH:6][C:7]=1[Cl:8], predict the reactants needed to synthesize it. The reactants are: [Cl:1][C:2]1[CH:3]=[C:4]([C@@H:9]2[O:15][CH2:14][CH2:13][N:12]([C:16]([O:18][C:19]([CH3:22])([CH3:21])[CH3:20])=[O:17])[CH2:11][C@H:10]2[CH2:23][NH:24][S:25]([CH:28]=[CH2:29])(=[O:27])=[O:26])[CH:5]=[CH:6][C:7]=1[Cl:8].[CH3:30][O-:31].[Na+].CO. (2) Given the product [CH3:1][S:2][C:3]1[NH:7][C:6]([CH2:8][CH2:9][N:29]2[CH2:28][CH2:27][CH:26]([N:23]3[C:22]4[CH:32]=[CH:33][C:19]([F:18])=[CH:20][C:21]=4[N:25]=[N:24]3)[CH2:31][CH2:30]2)=[C:5]([C:11]2[CH:16]=[CH:15][C:14]([F:17])=[CH:13][CH:12]=2)[N:4]=1, predict the reactants needed to synthesize it. The reactants are: [CH3:1][S:2][C:3]1[NH:4][C:5]([C:11]2[CH:16]=[CH:15][C:14]([F:17])=[CH:13][CH:12]=2)=[C:6]([CH2:8][CH2:9]Cl)[N:7]=1.[F:18][C:19]1[CH:33]=[CH:32][C:22]2[N:23]([CH:26]3[CH2:31][CH2:30][NH:29][CH2:28][CH2:27]3)[N:24]=[N:25][C:21]=2[CH:20]=1.C(N(C(C)C)CC)(C)C. (3) Given the product [CH2:4]([N:5]1[C:13]2[C:8](=[C:9]([NH:14][C:32]([C:29]3[N:26]4[CH:27]=[CH:28][C:23]([O:22][CH2:20][CH3:21])=[CH:24][C:25]4=[N:31][CH:30]=3)=[O:33])[CH:10]=[CH:11][CH:12]=2)[CH:7]=[N:6]1)[C:3]1[CH:15]=[CH:16][CH:17]=[CH:18][CH:2]=1, predict the reactants needed to synthesize it. The reactants are: F[C:2]1[CH:18]=[C:17](F)[CH:16]=[CH:15][C:3]=1[CH2:4][N:5]1[C:13]2[CH:12]=[CH:11][CH:10]=[C:9]([NH2:14])[C:8]=2[CH:7]=[N:6]1.[CH2:20]([O:22][C:23]1[CH:28]=[CH:27][N:26]2[C:29]([C:32](O)=[O:33])=[CH:30][N:31]=[C:25]2[CH:24]=1)[CH3:21].C(N1C2C=CC=C(N)C=2C=N1)C1C=CC=CC=1.